This data is from Forward reaction prediction with 1.9M reactions from USPTO patents (1976-2016). The task is: Predict the product of the given reaction. Given the reactants [N:1]1([CH2:7][CH2:8][CH2:9][NH2:10])[CH2:6][CH2:5][CH2:4][CH2:3][CH2:2]1.Cl[C:12]1[CH:21]=[N:20][C:19]2[C:14](=[CH:15][CH:16]=[C:17]([C:22]([NH:24][C:25]3[CH:30]=[C:29]([NH:31][C:32](=[O:44])[C:33]4[CH:38]=[CH:37][CH:36]=[C:35]([C:39]([C:42]#[N:43])([CH3:41])[CH3:40])[CH:34]=4)[CH:28]=[CH:27][C:26]=3[CH3:45])=[O:23])[CH:18]=2)[N:13]=1, predict the reaction product. The product is: [C:42]([C:39]([C:35]1[CH:34]=[C:33]([CH:38]=[CH:37][CH:36]=1)[C:32]([NH:31][C:29]1[CH:28]=[CH:27][C:26]([CH3:45])=[C:25]([NH:24][C:22]([C:17]2[CH:18]=[C:19]3[C:14](=[CH:15][CH:16]=2)[N:13]=[C:12]([NH:10][CH2:9][CH2:8][CH2:7][N:1]2[CH2:6][CH2:5][CH2:4][CH2:3][CH2:2]2)[CH:21]=[N:20]3)=[O:23])[CH:30]=1)=[O:44])([CH3:41])[CH3:40])#[N:43].